This data is from Forward reaction prediction with 1.9M reactions from USPTO patents (1976-2016). The task is: Predict the product of the given reaction. (1) Given the reactants CC1C=CC(S(OCC2CC3C=CC=C(C4C=C(C(F)(F)F)C=C(C(F)(F)F)C=4)C=3O2)(=O)=O)=CC=1.[N-]=[N+]=[N-].[Na+].N(CC1CC2C=C(Cl)C=C(C3C=CSC=3)C=2O1)=[N+]=[N-].[N:59]([CH2:62][CH:63]1[CH2:67][C:66]2[CH:68]=[CH:69][CH:70]=[C:71]([C:72]3[CH:77]=[C:76]([C:78]([F:81])([F:80])[F:79])[CH:75]=[C:74]([C:82]([F:85])([F:84])[F:83])[CH:73]=3)[C:65]=2[O:64]1)=[N+]=[N-].[N-]=[N+]=[N-], predict the reaction product. The product is: [F:80][C:78]([F:79])([F:81])[C:76]1[CH:77]=[C:72]([C:71]2[C:65]3[O:64][CH:63]([CH2:62][NH2:59])[CH2:67][C:66]=3[CH:68]=[CH:69][CH:70]=2)[CH:73]=[C:74]([C:82]([F:83])([F:84])[F:85])[CH:75]=1. (2) Given the reactants [OH:1][C@H:2]1[C@H:7]2[C@@H:8](I)[C@H:4]([C@@H:5]([C:18]([O:20][CH3:21])=[O:19])[N:6]2[C@@H:10]([C:12]2[CH:17]=[CH:16][CH:15]=[CH:14][CH:13]=2)[CH3:11])[CH2:3]1.O.[F-:23].C([N+](CCCC)(CCCC)CCCC)CCC, predict the reaction product. The product is: [F:23][C@@H:8]1[C@H:4]2[CH2:3][C@@H:2]([OH:1])[C@@H:7]1[N:6]([C@@H:10]([C:12]1[CH:17]=[CH:16][CH:15]=[CH:14][CH:13]=1)[CH3:11])[C@@H:5]2[C:18]([O:20][CH3:21])=[O:19]. (3) Given the reactants [C:1]1([C:8]2[CH:13]=[CH:12][CH:11]=[CH:10][CH:9]=2)[C:2]([NH2:7])=[CH:3][CH:4]=[CH:5][CH:6]=1.[C:14](Cl)(=[O:21])[C:15]1[CH:20]=[CH:19][CH:18]=[CH:17][CH:16]=1.Br[CH2:24][C:25](OCC)=[O:26], predict the reaction product. The product is: [C:14]([N:7]1[CH2:24][C:25](=[O:26])[C:13]2[CH:12]=[CH:11][CH:10]=[CH:9][C:8]=2[C:1]2[CH:6]=[CH:5][CH:4]=[CH:3][C:2]1=2)(=[O:21])[C:15]1[CH:20]=[CH:19][CH:18]=[CH:17][CH:16]=1. (4) The product is: [NH2:23][C@@H:20]1[CH2:21][CH2:22][N:18]([C:4]2[C:5]3[CH:10]=[C:9]([C:11]4[CH:16]=[CH:15][C:14]([F:17])=[CH:13][CH:12]=4)[S:8][C:6]=3[N:7]=[C:2]([NH2:1])[N:3]=2)[CH2:19]1. Given the reactants [NH2:1][C:2]1[N:3]=[C:4]([N:18]2[CH2:22][CH2:21][C@@H:20]([NH:23]C(=O)OC(C)(C)C)[CH2:19]2)[C:5]2[CH:10]=[C:9]([C:11]3[CH:16]=[CH:15][C:14]([F:17])=[CH:13][CH:12]=3)[S:8][C:6]=2[N:7]=1.FC(F)(F)C(O)=O, predict the reaction product. (5) Given the reactants Br[C:2]1[N:7]=[C:6]2[N:8]([CH2:14][C:15]3[CH:20]=[CH:19][C:18]([C:21]4[CH:26]=[CH:25][CH:24]=[CH:23][CH:22]=4)=[CH:17][C:16]=3[Cl:27])[C:9]([O:11][CH2:12][CH3:13])=[N:10][C:5]2=[CH:4][CH:3]=1.[C:28]([OH:32])(C)(C)C.C1(P(C2C=CC=CC=2)CCCP(C2C=CC=CC=2)C2C=CC=CC=2)C=CC=CC=1.[C]=[O:63], predict the reaction product. The product is: [Cl:27][C:16]1[CH:17]=[C:18]([C:21]2[CH:26]=[CH:25][CH:24]=[CH:23][CH:22]=2)[CH:19]=[CH:20][C:15]=1[CH2:14][N:8]1[C:6]2=[N:7][C:2]([C:28]([OH:32])=[O:63])=[CH:3][CH:4]=[C:5]2[N:10]=[C:9]1[O:11][CH2:12][CH3:13]. (6) The product is: [ClH:22].[CH:1]1([C:4]2[O:6][N:8]=[CH:7][C:5]=2[NH2:17])[CH2:3][CH2:2]1. Given the reactants [CH:1]1([C:4](=[O:6])[CH3:5])[CH2:3][CH2:2]1.[CH3:7][N:8](C)C(N(C)C)N(C)C.[N+:17]([O-])([O-])=O.[NH4+].[Cl-:22].[NH4+], predict the reaction product. (7) The product is: [Br:1][C:2]1[CH:3]=[N:4][C:5]([C:22]2([OH:26])[CH2:25][CH2:24][CH2:23]2)=[N:6][CH:7]=1. Given the reactants [Br:1][C:2]1[CH:3]=[N:4][C:5](I)=[N:6][CH:7]=1.C1(C)C=CC=C(C)C=1.C([Li])CCC.[C:22]1(=[O:26])[CH2:25][CH2:24][CH2:23]1, predict the reaction product.